This data is from NCI-60 drug combinations with 297,098 pairs across 59 cell lines. The task is: Regression. Given two drug SMILES strings and cell line genomic features, predict the synergy score measuring deviation from expected non-interaction effect. (1) Drug 1: C1CCN(CC1)CCOC2=CC=C(C=C2)C(=O)C3=C(SC4=C3C=CC(=C4)O)C5=CC=C(C=C5)O. Drug 2: CC1=C(N=C(N=C1N)C(CC(=O)N)NCC(C(=O)N)N)C(=O)NC(C(C2=CN=CN2)OC3C(C(C(C(O3)CO)O)O)OC4C(C(C(C(O4)CO)O)OC(=O)N)O)C(=O)NC(C)C(C(C)C(=O)NC(C(C)O)C(=O)NCCC5=NC(=CS5)C6=NC(=CS6)C(=O)NCCC[S+](C)C)O. Cell line: SR. Synergy scores: CSS=51.9, Synergy_ZIP=-0.174, Synergy_Bliss=-2.80, Synergy_Loewe=-31.9, Synergy_HSA=-3.35. (2) Drug 1: CC(C1=C(C=CC(=C1Cl)F)Cl)OC2=C(N=CC(=C2)C3=CN(N=C3)C4CCNCC4)N. Drug 2: CCC(=C(C1=CC=CC=C1)C2=CC=C(C=C2)OCCN(C)C)C3=CC=CC=C3.C(C(=O)O)C(CC(=O)O)(C(=O)O)O. Cell line: NCI-H322M. Synergy scores: CSS=-4.98, Synergy_ZIP=1.62, Synergy_Bliss=-0.434, Synergy_Loewe=-2.75, Synergy_HSA=-2.69. (3) Drug 1: CC1C(C(CC(O1)OC2CC(CC3=C2C(=C4C(=C3O)C(=O)C5=C(C4=O)C(=CC=C5)OC)O)(C(=O)C)O)N)O.Cl. Drug 2: C1CC(=O)NC(=O)C1N2C(=O)C3=CC=CC=C3C2=O. Cell line: UACC-257. Synergy scores: CSS=5.64, Synergy_ZIP=6.36, Synergy_Bliss=5.41, Synergy_Loewe=0.571, Synergy_HSA=3.27. (4) Drug 1: C1=NC2=C(N=C(N=C2N1C3C(C(C(O3)CO)O)F)Cl)N. Drug 2: CCC1=C2CN3C(=CC4=C(C3=O)COC(=O)C4(CC)O)C2=NC5=C1C=C(C=C5)O. Cell line: UO-31. Synergy scores: CSS=23.5, Synergy_ZIP=-4.57, Synergy_Bliss=-1.31, Synergy_Loewe=-35.0, Synergy_HSA=0.318.